This data is from Full USPTO retrosynthesis dataset with 1.9M reactions from patents (1976-2016). The task is: Predict the reactants needed to synthesize the given product. (1) Given the product [C:10](=[O:3])([OH:12])[OH:11].[OH:3][CH2:2][CH:1]([CH2:6][OH:7])[OH:4], predict the reactants needed to synthesize it. The reactants are: [CH2:1]([OH:4])[CH2:2][OH:3].C1[O:7][CH:6]1CO.[C:10](=[O:12])=[O:11]. (2) Given the product [NH2:8][C:6]1[CH:5]=[CH:4][C:3]([NH:11][CH:12]([CH:15]([OH:31])[CH2:16][CH2:17][CH2:18][CH2:19][CH2:20][CH2:21][CH2:22][CH2:23][CH2:24][CH2:25][CH2:26][CH2:27][CH2:28][CH2:29][CH3:30])[CH2:13][OH:14])=[C:2]([CH3:1])[CH:7]=1, predict the reactants needed to synthesize it. The reactants are: [CH3:1][C:2]1[CH:7]=[C:6]([N+:8]([O-])=O)[CH:5]=[CH:4][C:3]=1[NH:11][CH:12]([CH:15]([OH:31])[CH2:16][CH2:17][CH2:18][CH2:19][CH2:20][CH2:21][CH2:22][CH2:23][CH2:24][CH2:25][CH2:26][CH2:27][CH2:28][CH2:29][CH3:30])[CH2:13][OH:14]. (3) Given the product [CH3:1][C:2]1[CH:11]=[CH:10][CH:9]=[C:8]([CH2:12][O:13][C@@H:14]2[CH2:19][CH2:18][CH2:17][C@H:16]([O:20][CH2:21][C:22]3[N:23]=[C:24]([C:28]4[CH:37]=[CH:36][C:35]5[C:30](=[CH:31][CH:32]=[CH:33][CH:34]=5)[CH:29]=4)[O:25][C:26]=3[CH3:27])[CH2:15]2)[C:3]=1[C:4]([OH:6])=[O:5], predict the reactants needed to synthesize it. The reactants are: [CH3:1][C:2]1[CH:11]=[CH:10][CH:9]=[C:8]([CH2:12][O:13][C@@H:14]2[CH2:19][CH2:18][CH2:17][C@H:16]([O:20][CH2:21][C:22]3[N:23]=[C:24]([C:28]4[CH:37]=[CH:36][C:35]5[C:30](=[CH:31][CH:32]=[CH:33][CH:34]=5)[CH:29]=4)[O:25][C:26]=3[CH3:27])[CH2:15]2)[C:3]=1[C:4]([O:6]C)=[O:5].Cl. (4) Given the product [CH3:46][NH:47][C:38]([NH:1][C:2]1[CH:3]=[CH:4][C:5]([C:8]2[N:13]=[C:12]3[N:14]([CH:17]4[CH2:18][CH2:19][N:20]([C:23]([O:25][CH3:26])=[O:24])[CH2:21][CH2:22]4)[N:15]=[CH:16][C:11]3=[C:10]([N:27]3[CH2:32][CH2:31][O:30][CH:29]([CH3:33])[CH2:28]3)[N:9]=2)=[CH:6][CH:7]=1)=[O:44], predict the reactants needed to synthesize it. The reactants are: [NH2:1][C:2]1[CH:7]=[CH:6][C:5]([C:8]2[N:13]=[C:12]3[N:14]([CH:17]4[CH2:22][CH2:21][N:20]([C:23]([O:25][CH3:26])=[O:24])[CH2:19][CH2:18]4)[N:15]=[CH:16][C:11]3=[C:10]([N:27]3[CH2:32][CH2:31][O:30][CH:29]([CH3:33])[CH2:28]3)[N:9]=2)=[CH:4][CH:3]=1.ClC(Cl)(O[C:38](=[O:44])OC(Cl)(Cl)Cl)Cl.[CH3:46][NH2:47]. (5) Given the product [N:13]1[C:14]2[C:9](=[CH:8][C:7]([CH2:6][CH2:5][C:4]([OH:17])=[O:3])=[CH:16][CH:15]=2)[CH:10]=[CH:11][CH:12]=1, predict the reactants needed to synthesize it. The reactants are: C([O:3][C:4](=[O:17])[CH2:5][CH2:6][C:7]1[CH:8]=[C:9]2[C:14](=[CH:15][CH:16]=1)[N:13]=[CH:12][CH:11]=[CH:10]2)C.[OH-].[Li+]. (6) Given the product [Cl:33][C:34]1[CH:35]=[C:36]([CH:40]=[C:41]([Cl:43])[CH:42]=1)[C:37]([NH:1][C:2]1[CH:3]=[C:4]([N:8]2[C:13](=[O:14])[C:12]([CH2:15][C:16]3[CH:17]=[N:18][CH:19]=[CH:20][CH:21]=3)=[N:11][C:10]3[CH:22]=[CH:23][CH:24]=[N:25][C:9]2=3)[CH:5]=[CH:6][CH:7]=1)=[O:38], predict the reactants needed to synthesize it. The reactants are: [NH2:1][C:2]1[CH:3]=[C:4]([N:8]2[C:13](=[O:14])[C:12]([CH2:15][C:16]3[CH:17]=[N:18][CH:19]=[CH:20][CH:21]=3)=[N:11][C:10]3[CH:22]=[CH:23][CH:24]=[N:25][C:9]2=3)[CH:5]=[CH:6][CH:7]=1.C(N(CC)CC)C.[Cl:33][C:34]1[CH:35]=[C:36]([CH:40]=[C:41]([Cl:43])[CH:42]=1)[C:37](Cl)=[O:38].C(=O)(O)[O-].[Na+]. (7) The reactants are: [Cl:1][C:2]1[N:7]=[C:6]([N:8](C(OC(C)(C)C)=O)[N:9](C(OC(C)(C)C)=O)C(OC(C)(C)C)=O)[C:5]([F:31])=[C:4]([N:32]2[CH2:37][CH2:36][O:35][CH2:34][C@@H:33]2[CH3:38])[N:3]=1.[ClH:39].[CH3:40]COCC. Given the product [ClH:1].[ClH:39].[F:31][C:5]1[C:4]([N:32]2[CH2:37][CH2:36][O:35][CH2:34][C@@H:33]2[CH3:38])=[N:3][C:2]([CH3:40])=[N:7][C:6]=1[NH:8][NH2:9], predict the reactants needed to synthesize it. (8) Given the product [CH3:33][N:34]1[CH2:2][C:3]2[N:8]([C:9]3[CH:14]=[CH:13][CH:12]=[C:11]([C:15]([F:17])([F:16])[F:18])[CH:10]=3)[C:7](=[O:19])[NH:6][C@H:5]([C:20]3[CH:25]=[CH:24][C:23]([C:26]#[N:27])=[CH:22][CH:21]=3)[C:4]=2[C:28](=[O:29])[NH:35]1, predict the reactants needed to synthesize it. The reactants are: Br[CH2:2][C:3]1[N:8]([C:9]2[CH:14]=[CH:13][CH:12]=[C:11]([C:15]([F:18])([F:17])[F:16])[CH:10]=2)[C:7](=[O:19])[NH:6][C@H:5]([C:20]2[CH:25]=[CH:24][C:23]([C:26]#[N:27])=[CH:22][CH:21]=2)[C:4]=1[C:28](OCC)=[O:29].[CH3:33][NH:34][NH2:35].